This data is from Reaction yield outcomes from USPTO patents with 853,638 reactions. The task is: Predict the reaction yield, written as a fraction of the theoretical maximum amount of product (1.0 means a 100% yield; for example, 0.34 means a 34% yield). (1) The reactants are C[C@@H]([NH3+])C1C=CC=CC=1.[CH2:10]([C@H:14]([CH2:18][OH:19])[C:15]([O-:17])=[O:16])[CH2:11][CH2:12][CH3:13].C(OC(C)C)(=O)C. The catalyst is Cl. The product is [CH2:10]([C@H:14]([CH2:18][OH:19])[C:15]([OH:17])=[O:16])[CH2:11][CH2:12][CH3:13]. The yield is 0.980. (2) The reactants are [C:1]([C:3]1[CH:8]=[CH:7][C:6](B(O)O)=[CH:5][C:4]=1[F:12])#[N:2].Br[C:14]1[CH:15]=[N:16][CH:17]=[CH:18][C:19]=1[CH:20]([OH:22])[CH3:21].C(Cl)Cl. The catalyst is CN(C=O)C.C1C=CC(P(C2C=CC=CC=2)[C-]2C=CC=C2)=CC=1.C1C=CC(P(C2C=CC=CC=2)[C-]2C=CC=C2)=CC=1.Cl[Pd]Cl.[Fe+2]. The product is [F:12][C:4]1[CH:5]=[C:6]([C:14]2[CH:15]=[N:16][CH:17]=[CH:18][C:19]=2[CH:20]([OH:22])[CH3:21])[CH:7]=[CH:8][C:3]=1[C:1]#[N:2]. The yield is 0.520. (3) The reactants are [CH3:1][O:2][C:3]([NH:5][C@@H:6]([CH:21]([CH3:23])[CH3:22])[C:7]([N:9]1[C@H:17]([C:18](O)=[O:19])[CH2:16][C:11]2([O:15][CH2:14][CH2:13][O:12]2)[CH2:10]1)=[O:8])=[O:4].CN(C(ON1N=NC2C=CC=NC1=2)=[N+](C)C)C.F[P-](F)(F)(F)(F)F.Cl.[NH2:49][CH2:50][C:51]([C:53]1[CH:58]=[CH:57][C:56]([Br:59])=[CH:55][CH:54]=1)=[O:52].CCN(C(C)C)C(C)C. The catalyst is [Cl-].[Na+].O.CN(C=O)C. The product is [Br:59][C:56]1[CH:55]=[CH:54][C:53]([C:51](=[O:52])[CH2:50][NH:49][C:18]([C@@H:17]2[CH2:16][C:11]3([O:12][CH2:13][CH2:14][O:15]3)[CH2:10][N:9]2[C:7](=[O:8])[C@@H:6]([NH:5][C:3](=[O:4])[O:2][CH3:1])[CH:21]([CH3:22])[CH3:23])=[O:19])=[CH:58][CH:57]=1. The yield is 0.428. (4) The reactants are CN(OC)[C:3]([CH:5]1[CH2:10][CH2:9][CH2:8][CH2:7][CH2:6]1)=[O:4].[CH2:13]([Mg]Cl)[C:14]1[CH:19]=[CH:18][CH:17]=[CH:16][CH:15]=1.C(OCC)C.O. The catalyst is O1CCCC1. The product is [CH2:13]([C:3]([CH:5]1[CH2:10][CH2:9][CH2:8][CH2:7][CH2:6]1)=[O:4])[C:14]1[CH:19]=[CH:18][CH:17]=[CH:16][CH:15]=1. The yield is 0.700. (5) The reactants are [Cl:1][C:2]1[C:7]([Cl:8])=[CH:6][C:5]([CH2:9][OH:10])=[CH:4][C:3]=1[O:11][CH3:12].CCOC(C)=O.CCCCCC. The catalyst is C1C=CC=CC=1.O=[Mn]=O. The product is [Cl:1][C:2]1[C:7]([Cl:8])=[CH:6][C:5]([CH:9]=[O:10])=[CH:4][C:3]=1[O:11][CH3:12]. The yield is 0.945. (6) The reactants are [NH2:1][C:2]1[C:3]([C:9](=[N:11][OH:12])[NH2:10])=[N:4][C:5]([Br:8])=[CH:6][N:7]=1.C(N(CC)CC)C.[C:20](Cl)(=[O:27])[C:21]1[CH:26]=[CH:25][CH:24]=[CH:23][CH:22]=1. The catalyst is C(Cl)Cl. The product is [NH2:1][C:2]1[C:3]([C:9](=[N:11][O:12][C:20](=[O:27])[C:21]2[CH:26]=[CH:25][CH:24]=[CH:23][CH:22]=2)[NH2:10])=[N:4][C:5]([Br:8])=[CH:6][N:7]=1. The yield is 0.700. (7) The reactants are C(OC([N:8]1[CH2:37][CH2:36][C:11]2[N:12]([CH3:35])[C:13]3[CH:14]=[C:15]([N:19]4[CH:24]=[CH:23][C:22]([O:25][CH2:26][C:27]5[CH:32]=[CH:31][C:30]([Cl:33])=[CH:29][CH:28]=5)=[CH:21][C:20]4=[O:34])[CH:16]=[CH:17][C:18]=3[C:10]=2[CH2:9]1)=O)(C)(C)C.[ClH:38]. The catalyst is CO.CCOCC. The product is [ClH:33].[ClH:38].[Cl:33][C:30]1[CH:29]=[CH:28][C:27]([CH2:26][O:25][C:22]2[CH:23]=[CH:24][N:19]([C:15]3[CH:16]=[CH:17][C:18]4[C:10]5[CH2:9][NH:8][CH2:37][CH2:36][C:11]=5[N:12]([CH3:35])[C:13]=4[CH:14]=3)[C:20](=[O:34])[CH:21]=2)=[CH:32][CH:31]=1. The yield is 0.710. (8) The reactants are [NH2:1][C:2]1[C:3]([C:8]([NH2:10])=[O:9])=[N:4][N:5]([CH3:7])[CH:6]=1.[C:11]([O:15][C:16]([N:18]([CH2:34][CH:35]1[CH2:37][CH2:36]1)[C:19]1[CH:24]=[C:23]([C:25]2[CH:30]=[CH:29][CH:28]=[C:27]([C:31](O)=[O:32])[N:26]=2)[CH:22]=[CH:21][N:20]=1)=[O:17])([CH3:14])([CH3:13])[CH3:12].C1C=CC2N(O)N=NC=2C=1.CCN(CC)CC.C(Cl)CCl. The catalyst is CN(C=O)C.CCOC(C)=O. The product is [C:8]([C:3]1[C:2]([NH:1][C:31]([C:27]2[N:26]=[C:25]([C:23]3[CH:22]=[CH:21][N:20]=[C:19]([N:18]([CH2:34][CH:35]4[CH2:37][CH2:36]4)[C:16](=[O:17])[O:15][C:11]([CH3:14])([CH3:13])[CH3:12])[CH:24]=3)[CH:30]=[CH:29][CH:28]=2)=[O:32])=[CH:6][N:5]([CH3:7])[N:4]=1)(=[O:9])[NH2:10]. The yield is 0.650.